Regression. Given a peptide amino acid sequence and an MHC pseudo amino acid sequence, predict their binding affinity value. This is MHC class II binding data. From a dataset of Peptide-MHC class II binding affinity with 134,281 pairs from IEDB. (1) The peptide sequence is VREAIKRRLRTLILA. The MHC is DRB1_1101 with pseudo-sequence DRB1_1101. The binding affinity (normalized) is 0.539. (2) The peptide sequence is VGQQAVEVWQGLALL. The MHC is DRB1_0701 with pseudo-sequence DRB1_0701. The binding affinity (normalized) is 0.228. (3) The peptide sequence is FDPYGATISKTPESA. The MHC is HLA-DQA10501-DQB10301 with pseudo-sequence HLA-DQA10501-DQB10301. The binding affinity (normalized) is 0.833. (4) The peptide sequence is AKAIITPVVFYRSGT. The MHC is HLA-DQA10301-DQB10302 with pseudo-sequence HLA-DQA10301-DQB10302. The binding affinity (normalized) is 0. (5) The peptide sequence is YEAFVLHFSEALHII. The MHC is HLA-DQA10401-DQB10402 with pseudo-sequence HLA-DQA10401-DQB10402. The binding affinity (normalized) is 0.490. (6) The peptide sequence is IASLFAAAGLAAAAP. The MHC is HLA-DPA10103-DPB10301 with pseudo-sequence HLA-DPA10103-DPB10301. The binding affinity (normalized) is 0.620. (7) The peptide sequence is SNEPTAAAIAYGLDR. The MHC is HLA-DQA10501-DQB10301 with pseudo-sequence HLA-DQA10501-DQB10301. The binding affinity (normalized) is 0.606. (8) The peptide sequence is PETEKAEEVEKIEKT. The MHC is HLA-DQA10401-DQB10402 with pseudo-sequence HLA-DQA10401-DQB10402. The binding affinity (normalized) is 0.197. (9) The peptide sequence is EKKYFAATQFEKLAA. The MHC is HLA-DPA10103-DPB10401 with pseudo-sequence HLA-DPA10103-DPB10401. The binding affinity (normalized) is 0.980. (10) The peptide sequence is DVINDFVSSYARGET. The MHC is HLA-DPA10103-DPB10401 with pseudo-sequence HLA-DPA10103-DPB10401. The binding affinity (normalized) is 0.378.